Dataset: Catalyst prediction with 721,799 reactions and 888 catalyst types from USPTO. Task: Predict which catalyst facilitates the given reaction. (1) Reactant: COC1C=CC(C[N:8]([C:34]2[S:35][CH:36]=[CH:37][N:38]=2)[S:9]([C:12]2[CH:13]=[CH:14][C:15]3[N:20]([C:21]4[CH:26]=[CH:25][CH:24]=[CH:23][C:22]=4[C:27]4[CH:28]=[N:29][CH:30]=[N:31][CH:32]=4)[CH2:19][CH2:18][O:17][C:16]=3[CH:33]=2)(=[O:11])=[O:10])=CC=1.C(O)(C(F)(F)F)=O. Product: [N:29]1[CH:28]=[C:27]([C:22]2[CH:23]=[CH:24][CH:25]=[CH:26][C:21]=2[N:20]2[CH2:19][CH2:18][O:17][C:16]3[CH:33]=[C:12]([S:9]([NH:8][C:34]4[S:35][CH:36]=[CH:37][N:38]=4)(=[O:10])=[O:11])[CH:13]=[CH:14][C:15]2=3)[CH:32]=[N:31][CH:30]=1. The catalyst class is: 2. (2) Reactant: [NH:1]1[CH2:5][CH2:4][CH2:3][CH2:2]1.[CH3:6][NH:7][C:8]1[CH:15]=[CH:14][C:11]([CH:12]=O)=[CH:10][C:9]=1[N+:16]([O-:18])=[O:17].[BH-](OC(C)=O)(OC(C)=O)OC(C)=O.[Na+].C([O-])(O)=O.[Na+]. Product: [CH3:6][NH:7][C:8]1[CH:15]=[CH:14][C:11]([CH2:12][N:1]2[CH2:5][CH2:4][CH2:3][CH2:2]2)=[CH:10][C:9]=1[N+:16]([O-:18])=[O:17]. The catalyst class is: 559.